Dataset: Experimentally validated miRNA-target interactions with 360,000+ pairs, plus equal number of negative samples. Task: Binary Classification. Given a miRNA mature sequence and a target amino acid sequence, predict their likelihood of interaction. (1) The miRNA is hsa-miR-514b-3p with sequence AUUGACACCUCUGUGAGUGGA. The protein sequence of the target gene is MAAALARLGLRPVKQVRVQFCPFEKNVESTRTFLQTVSSEKVRSTNLNCSVIADVRHDGSEPCVDVLFGDGHRLIMRGAHLTALEMLTAFASHIRARDAAGSGDKPGADTGR. Result: 0 (no interaction). (2) The miRNA is hsa-miR-18b-5p with sequence UAAGGUGCAUCUAGUGCAGUUAG. The protein sequence of the target gene is MCCTEGSLRKRDSQRAPEAVLCLQLWQRTVPLDTLKGLGTCFPSGPELRGAGIAAAMERASERRTASALFAGFRALGLFSNDIPHVVRFSALKRRFYVTTCVGKSFHTYDVQKLSLVAVSNSVPQDICCMAADGRLVFAAYGNVFSAFARNKEIVHTFKGHKAEIHFLQPFGDHIISVDTDGILIIWHIYSEEEYLQLTFDKSVFKISAILHPSTYLNKILLGSEQGSLQLWNVKSNKLLYTFPGWKVGVTALQQAPAVDVVAIGLMSGQVIIHNIKFNETLMKFRQDWGPITSISFRTD.... Result: 0 (no interaction). (3) The miRNA is hsa-miR-4680-3p with sequence UCUGAAUUGUAAGAGUUGUUA. The protein sequence of the target gene is MTVLQEPVQAAIWQALNHYAYRDAVFLAERLYAEVHSEEALFLLATCYYRSGKAYKAYRLLKGHSCTTPQCKYLLAKCCVDLSKLAEGEQILSGGVFNKQKSHDDLVTEFGDSACFTLSLLGHVYCKTDRLAKGSECYQKSLSLNPFLWSPFESLCEIGEKPDPDQTFKLTSLQNFSSCLPNTCTTLVSNHSLSHRQPETVLTETPQDTIELNRLNLESSNSKYSLNTDSSVSYIDSTVISPDNVPLGPGTAILSKQVQNKPKTGRSLLGGPTALSPLTPSFGILPLETPSPGDGSYLQN.... Result: 0 (no interaction). (4) The miRNA is hsa-miR-25-3p with sequence CAUUGCACUUGUCUCGGUCUGA. The protein sequence of the target gene is MMGLSLASAVLLASLLSLHLGTATRGSDISKTCCFQYSHKPLPWTWVRSYEFTSNSCSQRAVIFTTKRGKKVCTHPRKKWVQKYISLLKTPKQL. Result: 1 (interaction). (5) The miRNA is hsa-miR-602 with sequence GACACGGGCGACAGCUGCGGCCC. The protein sequence of the target gene is MAAALLARASGPARRALCPRAWRQLHTIYQSVELPETHQMLLQTCRDFAEKELFPIAAQVDKEHLFPAAQVKKMGGLGLLAMDVPEELGGAGLDYLAYAIAMEEISRGCASTGVIMSVNNSLYLGPILKFGSKEQKQAWVTPFTSGDKIGCFALSEPGNGSDAGAASTTARAEGDSWVLNGTKAWITNAWEASAAVVFASTDRALQNKGISAFLVPMPTPGLTLGKKEDKLGIRGSSTANLIFEDCRIPKDSILGEPGMGFKIAMQTLDMGRIGIASQALGIAQTALDCAVNYAENRMAF.... Result: 0 (no interaction). (6) The miRNA is cel-miR-228-5p with sequence AAUGGCACUGCAUGAAUUCACGG. The protein sequence of the target gene is MACEIMPLRSSQEDERPLSPFYLSAHVSQVSNVSTTGELLERTIRSAVEEHLFDVSNAGDQSSEDSEPGPSSASSIPTRQRGHQFKKQDDVWHGCDKELINKENIPSGFSGCAECILNSQEAERFQDDICDYVGERSKPKRQKSSSRLAKLSDNHDGALSMESLSSMQSQETLEPEAAEPLSSESKEIERGGRDTQHCENPTMKIQEHPSLSDTKQQRNQDGEDQQESFVPDMPQLDLTALCDEKTWEEPIPSWQPENADSDEARLSPQAGRLIHQFLDEDSDPMLSPRFYAYGQSRQYL.... Result: 0 (no interaction). (7) The miRNA is hsa-miR-4639-3p with sequence UCACUCUCACCUUGCUUUGC. The protein sequence of the target gene is MLSPQRALLCNLNHIHLQHVSLGLHLSRRPELQEGPLSTPPPPGDTGGKESRGPCSGTLVDANSNSPAVPCRCCQEHGPGLENRQDPSQEEEGAASPSDPGCSSSLSSCSDLSPDESPVSVYLRDLPGDEDAHPQPSIIPLEQGSPLASAGPGTCSPDSFCCSPDSCSGASSSPDPGLDSNCNALTTCQDVPSPGLEEEDERAEQDLPTSELLEADDGKIDAGKTEPSWKINPIWKIDTEKTKAEWKTTENNNTGWKNNGNVNSSWKSEPEKFDSGWKTNTRITDSGSKTDAGKIDGGWR.... Result: 0 (no interaction).